Dataset: Experimentally validated miRNA-target interactions with 360,000+ pairs, plus equal number of negative samples. Task: Binary Classification. Given a miRNA mature sequence and a target amino acid sequence, predict their likelihood of interaction. (1) The protein sequence of the target gene is MRRKGRCHRGSAARHPSSPCSVKHSPTRETLTYAQAQRMVEIEIEGRLHRISIFDPLEIILEDDLTAQEMSECNSNKENSERPPVCLRTKRHKNNRVKKKNEALPSAHGTPASASALPEPKVRIVEYSPPSAPRRPPVYYKFIEKSAEELDNEVEYDMDEEDYAWLEIVNEKRKGDCVPAVSQSMFEFLMDRFEKESHCENQKQGEQQSLIDEDAVCCICMDGECQNSNVILFCDMCNLAVHQECYGVPYIPEGQWLCRHCLQSRARPADCVLCPNKGGAFKKTDDDRWGHVVCALWIPE.... Result: 0 (no interaction). The miRNA is mmu-miR-693-5p with sequence CAGCCACAUCCGAAAGUUUUC. (2) The miRNA is dme-miR-311-3p with sequence UAUUGCACAUUCACCGGCCUGA. The protein sequence of the target gene is MMAENNLKMLKIQQCVVANKLPRNRPYVCNICFKHFETPSKLARHYLIHTGQKPFECDVCHKTFRQLVHLERHQLTHSLPFKCSICQRHFKNLKTFVKHQQLHNETYQNNVKQVRRLLEAKQEKSMYGVYNTFTTEERWALHPCSKSDPMYSMKRRKNIHACTICGKMFPSQSKLDRHVLIHTGQRPFKCVLCTKSFRQSTHLKIHQLTHSEERPFQCCFCQKGFKIQSKLLKHKQIHTRNKAFRALLLKKRRTESRPLPNKLNANQGGFENGEIGESEENNPLDVHSIYIVPFQCPKCE.... Result: 0 (no interaction).